Dataset: NCI-60 drug combinations with 297,098 pairs across 59 cell lines. Task: Regression. Given two drug SMILES strings and cell line genomic features, predict the synergy score measuring deviation from expected non-interaction effect. Drug 1: CN1CCC(CC1)COC2=C(C=C3C(=C2)N=CN=C3NC4=C(C=C(C=C4)Br)F)OC. Drug 2: C1CCN(CC1)CCOC2=CC=C(C=C2)C(=O)C3=C(SC4=C3C=CC(=C4)O)C5=CC=C(C=C5)O. Cell line: NCI-H460. Synergy scores: CSS=3.56, Synergy_ZIP=-0.0496, Synergy_Bliss=0.943, Synergy_Loewe=-2.35, Synergy_HSA=-1.18.